This data is from Experimentally validated miRNA-target interactions with 360,000+ pairs, plus equal number of negative samples. The task is: Binary Classification. Given a miRNA mature sequence and a target amino acid sequence, predict their likelihood of interaction. (1) The miRNA is hsa-miR-6789-3p with sequence CGGCGCCCGUGUCUCCUCCAG. The protein sequence of the target gene is MNSLFRKRNKGKYSPTVQTRSISNKELSELIEQLQKNADQVEKNIVDTEAKMQSDLARLQEGRQPEHRDVTLQKVLDSEKLLYVLEADAAIAKHMKHPQGDMIAEDIRQLKERVTNLRGKHKQIYRLAVKEVDPQVNWAALVEEKLDKLNNQSFGTDLPLVDHQVEEHNIFHNEVKAIGPHLAKDGDKEQNSELRAKYQKLLAASQARQQHLSSLQDYMQRCTNELYWLDQQAKGRMQYDWSDRNLDYPSRRRQYENFINRNLEAKEERINKLHSEGDQLLAAEHPGRNSIEAHMEAVHA.... Result: 0 (no interaction). (2) The miRNA is hsa-miR-196a-5p with sequence UAGGUAGUUUCAUGUUGUUGGG. The protein sequence of the target gene is MAETSPEPSGQLVVHSDAHSDTVLASFEDQRKKGFLCDITLIVENVHFRAHKALLAASSEYFSMMFAEEGEIGQSIYMLEGMVADTFGILLEFIYTGYLHASEKSTEQILATAQFLKVYDLVKAYTDFQNNHSSPKPTTLNTAGAPVVVISNKKNDPPKRKRGRPKKVNTLQEEKSELAAEEEIQLRVNNSVQNRQNFVVKGDSGVLNEQIAAKEKEESEPTCEPSREEEMPVEKDENYDPKTEDGQASQSRYSKRRIWRSVKLKDYKLVGDQEDHGSAKRICGRRKRPGGPEARCKDCG.... Result: 1 (interaction). (3) The miRNA is hsa-miR-6504-5p with sequence UCUGGCUGUGCUGUAAUGCAG. The protein sequence of the target gene is MFCSEKKLREVERIVKANDREYNEKFQYADNRIHTSKYNILTFLPINLFEQFQRVANAYFLCLLILQLIPEISSLTWFTTIVPLVLVITMTAVKDATDDYFRHKSDNQVNNRQSEVLINSKLQNEKWMNVKVGDIIKLENNQFVAADLLLLSSSEPHGLCYVETAELDGETNLKVRHALSVTSELGADISRLAGFDGIVVCEVPNNKLDKFMGILSWKDSKHSLNNEKIILRGCILRNTSWCFGMVIFAGPDTKLMQNSGKTKFKRTSIDRLMNTLVLWIFGFLICLGIILAIGNSIWES.... Result: 0 (no interaction). (4) The miRNA is hsa-miR-4682 with sequence UCUGAGUUCCUGGAGCCUGGUCU. The protein sequence of the target gene is MYATDSRGHSPAFLQPQNGNSRHPSGYVPGKVVPLRPPPPPKSQASAKFTSIRREDRATFAFSPEEQQAQRESQKQKRHKNTFICFAITSFSFFIALAIILGISSKYAPDENCPDQNPRLRNWDPGQDSAKQVVIKEGDMLRLTSDATVHSIVIQDGGLLVFGDNKDGSRNITLRTHYILIQDGGALHIGAEKCRYKSKATITLYGKSDEGESMPTFGKKFIGVEAGGTLELHGARKASWTLLARTLNSSGLPFGSYTFEKDFSRGLNVRVIDQDTAKILESERFDTHEYRNESRRLQEF.... Result: 1 (interaction).